Dataset: Peptide-MHC class I binding affinity with 185,985 pairs from IEDB/IMGT. Task: Regression. Given a peptide amino acid sequence and an MHC pseudo amino acid sequence, predict their binding affinity value. This is MHC class I binding data. (1) The peptide sequence is IAIFNNRNLA. The MHC is HLA-A02:06 with pseudo-sequence HLA-A02:06. The binding affinity (normalized) is 0.372. (2) The binding affinity (normalized) is 0.746. The peptide sequence is AIYESNIGY. The MHC is HLA-A11:01 with pseudo-sequence HLA-A11:01. (3) The peptide sequence is SSPLELFML. The MHC is Mamu-B03 with pseudo-sequence Mamu-B03. The binding affinity (normalized) is 0. (4) The peptide sequence is WVIDTLNGI. The MHC is HLA-A02:01 with pseudo-sequence HLA-A02:01. The binding affinity (normalized) is 0.808. (5) The peptide sequence is EHYVRITGL. The MHC is HLA-A03:01 with pseudo-sequence HLA-A03:01. The binding affinity (normalized) is 0.0847. (6) The MHC is HLA-B07:02 with pseudo-sequence HLA-B07:02. The peptide sequence is FPSSSYRRPV. The binding affinity (normalized) is 0.936. (7) The peptide sequence is IVRQGIRQL. The MHC is HLA-B48:01 with pseudo-sequence HLA-B48:01. The binding affinity (normalized) is 0.0847.